The task is: Predict which catalyst facilitates the given reaction.. This data is from Catalyst prediction with 721,799 reactions and 888 catalyst types from USPTO. (1) Reactant: [CH2:1]([C:4]1[S:8][C:7]([CH2:9][O:10][C:11]2[C:12]([F:21])=[C:13]([C:17]([F:20])=[CH:18][CH:19]=2)[C:14]([NH2:16])=[O:15])=[N:6][C:5]=1[C:22]1[CH:27]=[CH:26][C:25]([O:28][CH3:29])=[CH:24][CH:23]=1)[CH:2]=[CH2:3]. Product: [F:21][C:12]1[C:11]([O:10][CH2:9][C:7]2[S:8][C:4]([CH2:1][CH2:2][CH3:3])=[C:5]([C:22]3[CH:27]=[CH:26][C:25]([O:28][CH3:29])=[CH:24][CH:23]=3)[N:6]=2)=[CH:19][CH:18]=[C:17]([F:20])[C:13]=1[C:14]([NH2:16])=[O:15]. The catalyst class is: 5. (2) Reactant: [CH3:1][NH:2][C@H:3]([C:12]([NH:14][C@H:15]([C:20]([N:22]([C@@H:24]([CH:33]([CH3:35])[CH3:34])/[CH:25]=[C:26](\[CH3:32])/[C:27]([O:29]CC)=[O:28])[CH3:23])=[O:21])[C:16]([CH3:19])([CH3:18])[CH3:17])=[O:13])[C:4]([C:7]1[CH:11]=[CH:10][S:9][CH:8]=1)([CH3:6])[CH3:5].[OH-].[Li+]. Product: [CH3:1][NH:2][C@H:3]([C:12]([NH:14][C@H:15]([C:20]([N:22]([C@@H:24]([CH:33]([CH3:35])[CH3:34])/[CH:25]=[C:26](/[C:27]([OH:29])=[O:28])\[CH3:32])[CH3:23])=[O:21])[C:16]([CH3:19])([CH3:18])[CH3:17])=[O:13])[C:4]([C:7]1[CH:11]=[CH:10][S:9][CH:8]=1)([CH3:5])[CH3:6]. The catalyst class is: 72.